This data is from Forward reaction prediction with 1.9M reactions from USPTO patents (1976-2016). The task is: Predict the product of the given reaction. Given the reactants [F:1][C:2]1[CH:3]=[C:4]([C@H:9]([NH:18][C:19]2[NH:20][C:21](=[O:29])[N:22]([CH:26]([CH3:28])[CH3:27])[C:23](=[O:25])[CH:24]=2)[CH2:10][C:11]([O:13]C(C)(C)C)=[O:12])[CH:5]=[CH:6][C:7]=1[F:8].FC(F)(F)C(O)=O, predict the reaction product. The product is: [F:1][C:2]1[CH:3]=[C:4]([C@H:9]([NH:18][C:19]2[NH:20][C:21](=[O:29])[N:22]([CH:26]([CH3:27])[CH3:28])[C:23](=[O:25])[CH:24]=2)[CH2:10][C:11]([OH:13])=[O:12])[CH:5]=[CH:6][C:7]=1[F:8].